From a dataset of Reaction yield outcomes from USPTO patents with 853,638 reactions. Predict the reaction yield, written as a fraction of the theoretical maximum amount of product (1.0 means a 100% yield; for example, 0.34 means a 34% yield). (1) The reactants are [OH:1][CH2:2][CH2:3][CH2:4][CH2:5][CH2:6][CH2:7][CH2:8][CH2:9][CH2:10][C:11]([OH:13])=[O:12].[CH2:14](Br)[CH3:15].C(=O)([O-])[O-].[Li+].[Li+]. The catalyst is CN(C=O)C. The product is [CH2:14]([O:12][C:11](=[O:13])[CH2:10][CH2:9][CH2:8][CH2:7][CH2:6][CH2:5][CH2:4][CH2:3][CH2:2][OH:1])[CH3:15]. The yield is 0.280. (2) The reactants are [C:1]([N:9]1[C@@H:13]([CH2:14][CH2:15][C:16]([O:18][CH2:19][C:20]2[CH:25]=[CH:24][CH:23]=[CH:22][CH:21]=2)=[O:17])[C:12](=[O:26])OC1=O)(=[O:8])[C:2]1[CH:7]=[CH:6][CH:5]=[CH:4][CH:3]=1.[C:28]1([CH3:37])[CH:33]=[CH:32][C:31]([C@@H:34]([NH2:36])[CH3:35])=[CH:30][CH:29]=1.CN1CCOCC1.Cl. The catalyst is C(OCC)(=O)C. The product is [C:28]1([CH3:37])[CH:33]=[CH:32][C:31]([C@@H:34]([NH:36][C:12](=[O:26])[C@H:13]([CH2:14][CH2:15][C:16]([O:18][CH2:19][C:20]2[CH:21]=[CH:22][CH:23]=[CH:24][CH:25]=2)=[O:17])[NH:9][C:1](=[O:8])[C:2]2[CH:3]=[CH:4][CH:5]=[CH:6][CH:7]=2)[CH3:35])=[CH:30][CH:29]=1. The yield is 0.850. (3) The reactants are [F:1][C:2]([F:11])([F:10])[C:3]1[CH:9]=[CH:8][C:6]([NH2:7])=[CH:5][CH:4]=1.[CH3:12][C:13]([CH3:17])(O)[C:14]#[N:15].S([O-])([O-])(=O)=O.[Mg+2]. The catalyst is C(OCC)(=O)C. The product is [CH3:12][C:13]([NH:7][C:6]1[CH:8]=[CH:9][C:3]([C:2]([F:10])([F:11])[F:1])=[CH:4][CH:5]=1)([CH3:17])[C:14]#[N:15]. The yield is 0.950. (4) The reactants are [Cl:1][C:2]1[CH:27]=[N:26][C:5]2=[N:6][C:7]([N:12]3[CH2:18][CH2:17][CH2:16][N:15](C(OC(C)(C)C)=O)[CH2:14][CH2:13]3)=[C:8]([NH:10][NH2:11])[N:9]=[C:4]2[CH:3]=1.[CH:28](OC)(OC)OC. No catalyst specified. The product is [Cl:1][C:2]1[CH:27]=[N:26][C:5]2[N:6]=[C:7]([N:12]3[CH2:18][CH2:17][CH2:16][NH:15][CH2:14][CH2:13]3)[C:8]3[N:9]([CH:28]=[N:11][N:10]=3)[C:4]=2[CH:3]=1. The yield is 0.350. (5) The reactants are [NH4+:1].[Cl-].C[Al](C)C.[Br:7][C:8]1[CH:13]=[CH:12][C:11]([C:14]2([CH2:19][C:20]#[N:21])[CH2:18][CH2:17][CH2:16][CH2:15]2)=[CH:10][CH:9]=1. The catalyst is C1(C)C=CC=CC=1.C(Cl)(Cl)Cl. The product is [Br:7][C:8]1[CH:9]=[CH:10][C:11]([C:14]2([CH2:19][C:20]([NH2:1])=[NH:21])[CH2:18][CH2:17][CH2:16][CH2:15]2)=[CH:12][CH:13]=1. The yield is 0.740. (6) The reactants are [F:1][C:2]1[CH:26]=[CH:25][CH:24]=[CH:23][C:3]=1[CH2:4][N:5]1[C:9]2=[N:10][CH:11]=[CH:12][CH:13]=[C:8]2[C:7]([C:14]2[N:19]=[C:18]([NH2:20])[C:17]([NH2:21])=[C:16]([NH2:22])[N:15]=2)=[N:6]1.[C:27](O[C:27]([O:29][CH3:30])=[O:28])([O:29][CH3:30])=[O:28]. The catalyst is C(O)(C)C. The product is [NH2:22][C:16]1[C:17]([NH:21][C:27](=[O:28])[O:29][CH3:30])=[C:18]([NH2:20])[N:19]=[C:14]([C:7]2[C:8]3[C:9](=[N:10][CH:11]=[CH:12][CH:13]=3)[N:5]([CH2:4][C:3]3[CH:23]=[CH:24][CH:25]=[CH:26][C:2]=3[F:1])[N:6]=2)[N:15]=1. The yield is 0.948. (7) The reactants are CO.[CH3:3][O:4][C:5]1[CH:10]=[CH:9][CH:8]=[C:7]([O:11][CH3:12])[C:6]=1[C:13]1[C:21]2[C:16](=[N:17][CH:18]=[C:19]([C:22]3[CH:23]=[C:24]([C:28]([N:30]4[CH2:35][CH2:34][O:33][CH2:32][CH2:31]4)=[O:29])[CH:25]=[CH:26][CH:27]=3)[CH:20]=2)[N:15](S(C2C=CC(C)=CC=2)(=O)=O)[CH:14]=1.[OH-].[K+]. The catalyst is O. The product is [CH3:3][O:4][C:5]1[CH:10]=[CH:9][CH:8]=[C:7]([O:11][CH3:12])[C:6]=1[C:13]1[C:21]2[C:16](=[N:17][CH:18]=[C:19]([C:22]3[CH:23]=[C:24]([C:28]([N:30]4[CH2:31][CH2:32][O:33][CH2:34][CH2:35]4)=[O:29])[CH:25]=[CH:26][CH:27]=3)[CH:20]=2)[NH:15][CH:14]=1. The yield is 0.310.